This data is from Reaction yield outcomes from USPTO patents with 853,638 reactions. The task is: Predict the reaction yield, written as a fraction of the theoretical maximum amount of product (1.0 means a 100% yield; for example, 0.34 means a 34% yield). (1) The reactants are [C:1]([O:5][C:6]([N:8]1[CH:12]=[CH:11][CH:10]=[C:9]1[C:13]1[CH:25]=[CH:24][C:16]2[NH:17][C:18](=[O:23])[O:19][C:20]([CH3:22])([CH3:21])[C:15]=2[CH:14]=1)=[O:7])([CH3:4])([CH3:3])[CH3:2].ClS([N:30]=[C:31]=O)(=O)=O.CN(C=O)C.O. The catalyst is C1COCC1. The product is [C:1]([O:5][C:6]([N:8]1[C:12]([C:31]#[N:30])=[CH:11][CH:10]=[C:9]1[C:13]1[CH:25]=[CH:24][C:16]2[NH:17][C:18](=[O:23])[O:19][C:20]([CH3:22])([CH3:21])[C:15]=2[CH:14]=1)=[O:7])([CH3:4])([CH3:2])[CH3:3]. The yield is 0.520. (2) The reactants are [OH-].[Na+].C(O)C.[NH2:6][C:7]1[N:11]([C:12]2[CH:21]=[CH:20][C:15]3[NH:16][C:17]([CH3:19])=[N:18][C:14]=3[CH:13]=2)[N:10]=[CH:9][C:8]=1[C:22]([C:24]1[N:25](S(C2C=CC=CC=2)(=O)=O)[C:26]2[C:31]([CH:32]=1)=[CH:30][CH:29]=[CH:28][CH:27]=2)=[O:23]. The catalyst is O. The product is [NH2:6][C:7]1[N:11]([C:12]2[CH:21]=[CH:20][C:15]3[NH:16][C:17]([CH3:19])=[N:18][C:14]=3[CH:13]=2)[N:10]=[CH:9][C:8]=1[C:22]([C:24]1[NH:25][C:26]2[C:31]([CH:32]=1)=[CH:30][CH:29]=[CH:28][CH:27]=2)=[O:23]. The yield is 0.630. (3) The catalyst is CN(C=O)C. The reactants are [OH-].[Na+].[N+:3]([C:6]1[CH:7]=[C:8]([OH:12])[CH:9]=[CH:10][CH:11]=1)([O-:5])=[O:4].Br[CH2:14][C:15]([O:17][CH2:18][CH3:19])=[O:16]. The yield is 0.680. The product is [CH2:18]([O:17][C:15](=[O:16])[CH2:14][O:12][C:8]1[CH:9]=[CH:10][CH:11]=[C:6]([N+:3]([O-:5])=[O:4])[CH:7]=1)[CH3:19]. (4) The reactants are [Cl:1][C:2]1[CH:7]=[CH:6][C:5]([C:8](=[O:10])[CH3:9])=[CH:4][C:3]=1[F:11].[Br-:12].[Br-].[Br-].C([N+](CCCC)(CCCC)CCCC)CCC.C([N+](CCCC)(CCCC)CCCC)CCC.C([N+](CCCC)(CCCC)CCCC)CCC.CCCCCC.C(OCC)(=O)C. The catalyst is C(Cl)Cl.CO. The product is [Br:12][CH2:9][C:8]([C:5]1[CH:6]=[CH:7][C:2]([Cl:1])=[C:3]([F:11])[CH:4]=1)=[O:10]. The yield is 0.690. (5) The reactants are Cl.[CH3:2][N:3]([CH3:16])[CH2:4][CH2:5][O:6][C:7]1[CH:15]=[CH:14][C:10]([C:11]([OH:13])=O)=[CH:9][CH:8]=1.Cl.Cl.[CH2:19]([O:21][C:22]1[CH:23]=[C:24]([CH:41]=[CH:42][CH:43]=1)[CH2:25][N:26]1[C:30]2=[N:31][CH:32]=[N:33][C:34]([N:35]3[CH2:40][CH2:39][NH:38][CH2:37][CH2:36]3)=[C:29]2[CH:28]=[N:27]1)[CH3:20].ON1C2C=CC=CC=2N=N1.Cl.C(N=C=NCCCN(C)C)C.C(=O)([O-])O.[Na+]. The product is [CH2:19]([O:21][C:22]1[CH:23]=[C:24]([CH:41]=[CH:42][CH:43]=1)[CH2:25][N:26]1[C:30]2=[N:31][CH:32]=[N:33][C:34]([N:35]3[CH2:36][CH2:37][N:38]([C:11](=[O:13])[C:10]4[CH:9]=[CH:8][C:7]([O:6][CH2:5][CH2:4][N:3]([CH3:2])[CH3:16])=[CH:15][CH:14]=4)[CH2:39][CH2:40]3)=[C:29]2[CH:28]=[N:27]1)[CH3:20]. The catalyst is C(Cl)(Cl)Cl.C(N(CC)CC)C.C(Cl)Cl. The yield is 0.690. (6) The catalyst is C(Cl)Cl.C(O)C.[Pd]. The yield is 0.730. The product is [NH2:11][C:5]1[CH:6]=[CH:7][CH:8]=[C:9]2[C:4]=1[C:3](=[O:14])[N:2]([CH3:1])[CH2:10]2. The reactants are [CH3:1][N:2]1[CH2:10][C:9]2[C:4](=[C:5]([N+:11]([O-])=O)[CH:6]=[CH:7][CH:8]=2)[C:3]1=[O:14].